Predict the product of the given reaction. From a dataset of Forward reaction prediction with 1.9M reactions from USPTO patents (1976-2016). Given the reactants [CH3:1][C:2]1([C:7]2[O:11][C:10]([CH2:12][N:13]3[CH:17]=[C:16]([NH2:18])[CH:15]=[N:14]3)=[CH:9][CH:8]=2)[O:6]CCO1.[C:19]1([CH3:30])[CH:24]=[CH:23][C:22](/[CH:25]=[CH:26]/[C:27](O)=[O:28])=[CH:21][CH:20]=1, predict the reaction product. The product is: [C:2]([C:7]1[O:11][C:10]([CH2:12][N:13]2[CH:17]=[C:16]([NH:18][C:27](=[O:28])/[CH:26]=[CH:25]/[C:22]3[CH:23]=[CH:24][C:19]([CH3:30])=[CH:20][CH:21]=3)[CH:15]=[N:14]2)=[CH:9][CH:8]=1)(=[O:6])[CH3:1].